This data is from Reaction yield outcomes from USPTO patents with 853,638 reactions. The task is: Predict the reaction yield, written as a fraction of the theoretical maximum amount of product (1.0 means a 100% yield; for example, 0.34 means a 34% yield). (1) The reactants are [CH2:1]([O:8][C:9]1[N:10]=[N:11][C:12](Cl)=[CH:13][C:14]=1[O:15][CH2:16][C:17]1[CH:22]=[CH:21][CH:20]=[CH:19][CH:18]=1)[C:2]1[CH:7]=[CH:6][CH:5]=[CH:4][CH:3]=1.C1(P(C2CCCCC2)C2C=CC=CC=2C2C(C(C)C)=CC(C(C)C)=CC=2C(C)C)CCCCC1.Cl[CH2:59][C:60]1[CH:65]=[C:64]([C:66]([F:69])([F:68])[F:67])[CH:63]=[C:62]([C:70]([F:73])([F:72])[F:71])[CH:61]=1.[Mg].[Cl-].[Li+]. The catalyst is O1CCCC1.C(OCC)(=O)C.C([O-])(=O)C.[Pd+2].C([O-])(=O)C.[Zn].[Cl-].[Zn+2].[Cl-]. The product is [CH2:1]([O:8][C:9]1[N:10]=[N:11][C:12]([CH2:59][C:60]2[CH:61]=[C:62]([C:70]([F:72])([F:73])[F:71])[CH:63]=[C:64]([C:66]([F:67])([F:68])[F:69])[CH:65]=2)=[CH:13][C:14]=1[O:15][CH2:16][C:17]1[CH:22]=[CH:21][CH:20]=[CH:19][CH:18]=1)[C:2]1[CH:7]=[CH:6][CH:5]=[CH:4][CH:3]=1. The yield is 0.330. (2) The catalyst is CN(C=O)C. The reactants are [OH:1][C:2]1[CH:11]=[CH:10][C:5]([C:6]([O:8][CH3:9])=[O:7])=[CH:4][C:3]=1[I:12].[H-].[Na+].[CH2:15](Br)[CH:16]=[CH2:17]. The yield is 0.600. The product is [CH2:17]([O:1][C:2]1[CH:11]=[CH:10][C:5]([C:6]([O:8][CH3:9])=[O:7])=[CH:4][C:3]=1[I:12])[CH:16]=[CH2:15]. (3) The reactants are [NH2:1][C@H:2]1[CH2:7][CH2:6][N:5]([CH2:8][CH2:9][N:10]2[C:19]3[C:14](=[C:15]([F:21])[CH:16]=[C:17]([F:20])[CH:18]=3)[CH:13]=[CH:12][C:11]2=[O:22])[CH2:4][C@H:3]1[O:23][CH3:24].[O:25]=[C:26]1[CH2:31][O:30][C:29]2[CH:32]=[CH:33][C:34]([CH:36]=O)=[N:35][C:28]=2[NH:27]1.C(O[BH-](OC(=O)C)OC(=O)C)(=O)C.[Na+].CO. The catalyst is ClCCl. The product is [F:21][C:15]1[CH:16]=[C:17]([F:20])[CH:18]=[C:19]2[C:14]=1[CH:13]=[CH:12][C:11](=[O:22])[N:10]2[CH2:9][CH2:8][N:5]1[CH2:6][CH2:7][C@H:2]([NH:1][CH2:36][C:34]2[CH:33]=[CH:32][C:29]3[O:30][CH2:31][C:26](=[O:25])[NH:27][C:28]=3[N:35]=2)[C@H:3]([O:23][CH3:24])[CH2:4]1. The yield is 0.570. (4) The reactants are [Cl:1][C:2]1[CH:3]=[CH:4][C:5]([O:27][CH3:28])=[C:6]([CH:8]([NH:10][C:11]2[CH:16]=[C:15]([N:17]3[CH2:22][CH2:21][NH:20][CH2:19][CH2:18]3)[CH:14]=[CH:13][C:12]=2[S:23]([CH3:26])(=[O:25])=[O:24])[CH3:9])[CH:7]=1.Cl. The catalyst is ClCCl.CCOCC. The product is [ClH:1].[Cl:1][C:2]1[CH:3]=[CH:4][C:5]([O:27][CH3:28])=[C:6]([CH:8]([NH:10][C:11]2[CH:16]=[C:15]([N:17]3[CH2:18][CH2:19][NH:20][CH2:21][CH2:22]3)[CH:14]=[CH:13][C:12]=2[S:23]([CH3:26])(=[O:24])=[O:25])[CH3:9])[CH:7]=1. The yield is 1.00. (5) The reactants are [CH3:1][N:2]1[C:6]([C:7]([OH:9])=O)=[CH:5][CH:4]=[N:3]1.O1CCCC1.C(Cl)(=O)C(Cl)=O.[NH2:21][C:22]1[CH:23]=[C:24]([CH:41]=[CH:42][C:43]=1[F:44])[O:25][C:26]1[CH:27]=[CH:28][C:29]2[N:30]([CH:32]=[C:33]([NH:35][C:36]([CH:38]3[CH2:40][CH2:39]3)=[O:37])[N:34]=2)[N:31]=1. The catalyst is CN(C)C=O.CN(C)C(=O)C. The product is [CH:38]1([C:36]([NH:35][C:33]2[N:34]=[C:29]3[CH:28]=[CH:27][C:26]([O:25][C:24]4[CH:41]=[CH:42][C:43]([F:44])=[C:22]([NH:21][C:7]([C:6]5[N:2]([CH3:1])[N:3]=[CH:4][CH:5]=5)=[O:9])[CH:23]=4)=[N:31][N:30]3[CH:32]=2)=[O:37])[CH2:39][CH2:40]1. The yield is 0.680. (6) The yield is 0.180. The reactants are [C:1]1([OH:7])[CH:6]=[CH:5][CH:4]=[CH:3][CH:2]=1.[CH3:8][O:9][C:10]1[CH:11]=[C:12]2[C:16](=[CH:17][CH:18]=1)[NH:15][C:14](=[O:19])[C:13]2=O.S(=O)(=O)(O)O.C(Cl)Cl.CCO[C:32]([CH3:34])=[O:33]. The product is [OH:7][C:1]1[CH:6]=[CH:5][C:4]([C:13]2([C:1]3[CH:6]=[CH:34][C:32]([OH:33])=[CH:3][CH:2]=3)[C:12]3[C:16](=[CH:17][CH:18]=[C:10]([O:9][CH3:8])[CH:11]=3)[NH:15][C:14]2=[O:19])=[CH:3][CH:2]=1. The catalyst is C(O)(=O)C.O. (7) The reactants are [Cl:1][C:2]1[N:6]2[CH:7]=[C:8]([C:15]#[C:16][Si](C)(C)C)[CH:9]=[C:10]([C:11]([F:14])([F:13])[F:12])[C:5]2=[N:4][C:3]=1[C:21]([O:23][CH3:24])=[O:22].C1COCC1.CCCC[N+](CCCC)(CCCC)CCCC.[F-]. The catalyst is C1COCC1.CCOC(C)=O. The product is [Cl:1][C:2]1[N:6]2[CH:7]=[C:8]([C:15]#[CH:16])[CH:9]=[C:10]([C:11]([F:13])([F:12])[F:14])[C:5]2=[N:4][C:3]=1[C:21]([O:23][CH3:24])=[O:22]. The yield is 0.290.